From a dataset of Full USPTO retrosynthesis dataset with 1.9M reactions from patents (1976-2016). Predict the reactants needed to synthesize the given product. Given the product [Cl:13][C:4]1[C:5]([CH2:10][CH2:11][CH3:12])=[C:6]([CH2:8][N:25]2[CH:24]=[CH:23][N:22]=[C:21]2[C:19]2[CH:18]=[CH:17][CH:16]=[C:15]([F:14])[N:20]=2)[N:7]=[C:2]([CH3:1])[N:3]=1, predict the reactants needed to synthesize it. The reactants are: [CH3:1][C:2]1[N:7]=[C:6]([CH2:8]Cl)[C:5]([CH2:10][CH2:11][CH3:12])=[C:4]([Cl:13])[N:3]=1.[F:14][C:15]1[N:20]=[C:19]([C:21]2[NH:22][CH:23]=[CH:24][N:25]=2)[CH:18]=[CH:17][CH:16]=1.C([O-])([O-])=O.[K+].[K+].